This data is from Reaction yield outcomes from USPTO patents with 853,638 reactions. The task is: Predict the reaction yield, written as a fraction of the theoretical maximum amount of product (1.0 means a 100% yield; for example, 0.34 means a 34% yield). (1) The reactants are Br[CH2:2][CH:3]1[CH2:5][CH2:4]1.[Cl:6][C:7]1[C:8]2[CH:15]=[CH:14][NH:13][C:9]=2[N:10]=[CH:11][N:12]=1.C(=O)([O-])[O-].[Cs+].[Cs+]. The catalyst is CN(C=O)C. The product is [Cl:6][C:7]1[C:8]2[CH:15]=[CH:14][N:13]([CH2:2][CH:3]3[CH2:5][CH2:4]3)[C:9]=2[N:10]=[CH:11][N:12]=1. The yield is 0.950. (2) The reactants are C(O[C:4]([CH:6]1[CH2:11][CH2:10][N:9]([C:12]([O:14][C:15]([CH3:18])([CH3:17])[CH3:16])=[O:13])[CH2:8][CH2:7]1)=[O:5])C.[C:19]([O:22][CH2:23][CH3:24])(=[O:21])[CH3:20].CC(C)([O-])C.[K+].O. The catalyst is CN(C=O)C. The product is [C:15]([O:14][C:12]([N:9]1[CH2:8][CH2:7][CH:6]([C:4](=[O:5])[CH2:20][C:19]([O:22][CH2:23][CH3:24])=[O:21])[CH2:11][CH2:10]1)=[O:13])([CH3:16])([CH3:17])[CH3:18]. The yield is 0.470. (3) The reactants are [CH3:1][C:2]1[CH:3]=[C:4]([NH:8][C:9]2[S:10][C:11](/[CH:20]=[CH:21]/[C:22]([O:24][CH3:25])=[O:23])=[C:12]([C:14]3[CH:19]=[CH:18][N:17]=[CH:16][CH:15]=3)[N:13]=2)[CH:5]=[CH:6][CH:7]=1. The catalyst is CCO.CCOC(C)=O.[Pd]. The product is [CH3:1][C:2]1[CH:3]=[C:4]([NH:8][C:9]2[S:10][C:11]([CH2:20][CH2:21][C:22]([O:24][CH3:25])=[O:23])=[C:12]([C:14]3[CH:19]=[CH:18][N:17]=[CH:16][CH:15]=3)[N:13]=2)[CH:5]=[CH:6][CH:7]=1. The yield is 0.740. (4) The reactants are [Br:1][CH2:2][C:3]([C:5]1[CH:10]=[CH:9][C:8]([F:11])=[CH:7][C:6]=1[F:12])=[O:4].[O:13]1[CH:17]=[CH:16][N:15]=[C:14]1[NH2:18].C1COCC1. The catalyst is C(#N)C. The product is [BrH:1].[F:12][C:6]1[CH:7]=[C:8]([F:11])[CH:9]=[CH:10][C:5]=1[C:3](=[O:4])[CH2:2][N:15]1[CH:16]=[CH:17][O:13][C:14]1=[NH:18]. The yield is 0.610. (5) The reactants are Cl[C:2]1[C:7]([N+:8]([O-:10])=[O:9])=[C:6]([O:11][CH3:12])[CH:5]=[C:4]([Cl:13])[N:3]=1.[Cl-].[C:15]([O:19][C:20](=[O:31])[C@@H:21]([NH3+:30])[CH2:22][C:23]([O:25][C:26]([CH3:29])([CH3:28])[CH3:27])=[O:24])([CH3:18])([CH3:17])[CH3:16].CCN(C(C)C)C(C)C. The catalyst is CN(C=O)C. The product is [Cl:13][C:4]1[N:3]=[C:2]([NH:30][C@@H:21]([CH2:22][C:23]([O:25][C:26]([CH3:29])([CH3:28])[CH3:27])=[O:24])[C:20]([O:19][C:15]([CH3:18])([CH3:17])[CH3:16])=[O:31])[C:7]([N+:8]([O-:10])=[O:9])=[C:6]([O:11][CH3:12])[CH:5]=1. The yield is 0.160. (6) The reactants are [C:1]([N:4]1[C:13]2[C:8](=[CH:9][C:10]([C:14]3[CH:19]=[CH:18][C:17]([CH2:20][C:21]([O:23]CC)=[O:22])=[CH:16][CH:15]=3)=[CH:11][CH:12]=2)[C@H:7]([NH:26][C:27]([O:29][CH:30]([CH3:32])[CH3:31])=[O:28])[CH2:6][C@@H:5]1[CH3:33])(=[O:3])[CH3:2].[OH-].[Na+]. The catalyst is CO.O. The product is [C:1]([N:4]1[C:13]2[C:8](=[CH:9][C:10]([C:14]3[CH:19]=[CH:18][C:17]([CH2:20][C:21]([OH:23])=[O:22])=[CH:16][CH:15]=3)=[CH:11][CH:12]=2)[C@H:7]([NH:26][C:27]([O:29][CH:30]([CH3:32])[CH3:31])=[O:28])[CH2:6][C@@H:5]1[CH3:33])(=[O:3])[CH3:2]. The yield is 0.790. (7) The reactants are [Si:1]([O:8][C:9]1[C:17]2[N:16]=[C:15]([CH:18]([F:20])[F:19])[N:14]([C:21]3[N:26]=[C:25]([N:27]4[CH2:31][CH2:30][CH2:29][CH:28]4[CH2:32][OH:33])[CH:24]=[C:23](Cl)[N:22]=3)[C:13]=2[CH:12]=[CH:11][CH:10]=1)([C:4]([CH3:7])([CH3:6])[CH3:5])([CH3:3])[CH3:2].[NH:35]1[CH2:40][CH2:39][O:38][CH2:37][CH2:36]1. The catalyst is O. The product is [Si:1]([O:8][C:9]1[C:17]2[N:16]=[C:15]([CH:18]([F:20])[F:19])[N:14]([C:21]3[N:26]=[C:25]([N:27]4[CH2:31][CH2:30][CH2:29][CH:28]4[CH2:32][OH:33])[CH:24]=[C:23]([N:35]4[CH2:40][CH2:39][O:38][CH2:37][CH2:36]4)[N:22]=3)[C:13]=2[CH:12]=[CH:11][CH:10]=1)([C:4]([CH3:7])([CH3:6])[CH3:5])([CH3:3])[CH3:2]. The yield is 0.720. (8) The reactants are [C:1]([O:5][C:6]([N:8]1[CH2:14][CH2:13][C:12]2[CH:15]=[CH:16][C:17](OS(C(F)(F)F)(=O)=O)=[CH:18][C:11]=2[CH2:10][CH2:9]1)=[O:7])([CH3:4])([CH3:3])[CH3:2].[CH3:27][N:28](C)C=O. The catalyst is C(OCC)(=O)C.[C-]#N.[Zn+2].[C-]#N. The product is [C:1]([O:5][C:6]([N:8]1[CH2:14][CH2:13][C:12]2[CH:15]=[CH:16][C:17]([C:27]#[N:28])=[CH:18][C:11]=2[CH2:10][CH2:9]1)=[O:7])([CH3:4])([CH3:3])[CH3:2]. The yield is 0.230.